This data is from Catalyst prediction with 721,799 reactions and 888 catalyst types from USPTO. The task is: Predict which catalyst facilitates the given reaction. (1) Product: [CH3:1][O:2][C:3]1[CH:4]=[C:5]([NH:11][CH3:12])[CH:6]=[CH:7][C:8]=1[O:9][CH3:10]. Reactant: [CH3:1][O:2][C:3]1[CH:4]=[C:5]([NH2:11])[CH:6]=[CH:7][C:8]=1[O:9][CH3:10].[CH2:12](N(C(C)C)C(C)C)C.IC. The catalyst class is: 10. (2) Reactant: [CH3:1][S:2][C:3]1[CH:32]=[CH:31][C:6]([C:7]([N:9]2[CH2:14][CH2:13][CH:12]([C:15]3[CH:26]=[CH:25][C:18]([C:19]([NH:21][C:22]([NH2:24])=[NH:23])=[O:20])=[CH:17][C:16]=3[C:27]([F:30])([F:29])[F:28])[CH2:11][CH2:10]2)=[O:8])=[CH:5][CH:4]=1.I([O-])(=O)(=O)=[O:34].[Na+].[OH2:39]. Product: [CH3:1][S:2]([C:3]1[CH:4]=[CH:5][C:6]([C:7]([N:9]2[CH2:10][CH2:11][CH:12]([C:15]3[CH:26]=[CH:25][C:18]([C:19]([NH:21][C:22]([NH2:24])=[NH:23])=[O:20])=[CH:17][C:16]=3[C:27]([F:28])([F:29])[F:30])[CH2:13][CH2:14]2)=[O:8])=[CH:31][CH:32]=1)=[O:34].[F:28][C:27]([F:30])([F:29])[C:16]([OH:34])=[O:39]. The catalyst class is: 10.